From a dataset of Forward reaction prediction with 1.9M reactions from USPTO patents (1976-2016). Predict the product of the given reaction. (1) The product is: [N:1]1([CH:7]([C:16]2[CH:21]=[CH:20][CH:19]=[CH:18][CH:17]=2)[C:8]([C:22]2[CH:27]=[CH:26][CH:25]=[CH:24][CH:23]=2)([C:10]2[CH:15]=[CH:14][CH:13]=[CH:12][N:11]=2)[OH:9])[CH2:2][CH2:3][O:4][CH2:5][CH2:6]1. Given the reactants [N:1]1([CH:7]([C:16]2[CH:21]=[CH:20][CH:19]=[CH:18][CH:17]=2)[C:8]([C:10]2[CH:15]=[CH:14][CH:13]=[CH:12][N:11]=2)=[O:9])[CH2:6][CH2:5][O:4][CH2:3][CH2:2]1.[C:22]1([Mg]Br)[CH:27]=[CH:26][CH:25]=[CH:24][CH:23]=1, predict the reaction product. (2) Given the reactants [Cl:1][C:2]1[N:7]=[CH:6][C:5]([N+:8]([O-:10])=[O:9])=[C:4](Cl)[N:3]=1.[NH2:12][C:13]1[CH:22]=[CH:21][CH:20]=[CH:19][C:14]=1[C:15]([NH:17][CH3:18])=[O:16].C(N(CC)C(C)C)(C)C, predict the reaction product. The product is: [Cl:1][C:2]1[N:3]=[C:4]([NH:12][C:13]2[CH:22]=[CH:21][CH:20]=[CH:19][C:14]=2[C:15]([NH:17][CH3:18])=[O:16])[C:5]([N+:8]([O-:10])=[O:9])=[CH:6][N:7]=1.